Dataset: Reaction yield outcomes from USPTO patents with 853,638 reactions. Task: Predict the reaction yield, written as a fraction of the theoretical maximum amount of product (1.0 means a 100% yield; for example, 0.34 means a 34% yield). (1) The reactants are Br[C:2]1[CH:10]=[CH:9][C:5]2=[N:6][O:7][N:8]=[C:4]2[CH:3]=1.C[N:12]1C(=O)CCC1. The catalyst is N.[Cu]. The product is [N:6]1[O:7][N:8]=[C:4]2[CH:3]=[C:2]([NH2:12])[CH:10]=[CH:9][C:5]=12. The yield is 0.790. (2) The reactants are [CH:1]1([C:7]([C:9]2[O:10][C:11]3[CH:18]=[CH:17][C:16]([O:19][CH2:20][CH:21]4[CH2:25][CH2:24][CH2:23][O:22]4)=[CH:15][C:12]=3[C:13]=2[CH3:14])=[O:8])[CH2:6][CH2:5][CH2:4][CH2:3][CH2:2]1.[BH4-].[Na+].O. The catalyst is CO.O1CCCC1. The product is [CH:1]1([CH:7]([C:9]2[O:10][C:11]3[CH:18]=[CH:17][C:16]([O:19][CH2:20][CH:21]4[CH2:25][CH2:24][CH2:23][O:22]4)=[CH:15][C:12]=3[C:13]=2[CH3:14])[OH:8])[CH2:6][CH2:5][CH2:4][CH2:3][CH2:2]1. The yield is 0.900. (3) The reactants are Br[C:2]1(Br)[C:10]2[C:5](=[N:6][CH:7]=[CH:8][CH:9]=2)[N:4]([C:11]2[CH:12]=[N:13][CH:14]=[CH:15][CH:16]=2)[C:3]1=[O:17].C(=O)([O-])O.[Na+]. The catalyst is [Pd].C(O)C. The product is [N:13]1[CH:14]=[CH:15][CH:16]=[C:11]([N:4]2[C:5]3=[N:6][CH:7]=[CH:8][CH:9]=[C:10]3[CH2:2][C:3]2=[O:17])[CH:12]=1. The yield is 0.470.